From a dataset of Full USPTO retrosynthesis dataset with 1.9M reactions from patents (1976-2016). Predict the reactants needed to synthesize the given product. (1) Given the product [C:10]([C:9]1([C:3]2[CH:4]=[CH:5][CH:6]=[C:7]([Cl:8])[C:2]=2[Cl:1])[CH2:24][CH2:23][N:15]([C:16]([O:17][C:18]([CH3:20])([CH3:19])[CH3:21])=[O:22])[CH2:14][CH2:13]1)#[N:11], predict the reactants needed to synthesize it. The reactants are: [Cl:1][C:2]1[C:7]([Cl:8])=[CH:6][CH:5]=[CH:4][C:3]=1[CH2:9][C:10]#[N:11].Cl[CH2:13][CH2:14][N:15]([CH2:23][CH2:24]Cl)[C:16](=[O:22])[O:17][C:18]([CH3:21])([CH3:20])[CH3:19].C(=O)([O-])[O-].CS(C)=O. (2) Given the product [C:7]([O:10][C:11]1[CH:12]=[C:13]([CH:28]=[CH:29][C:30]=1[CH3:31])[NH:14][C:15]1[C:24]2[C:19](=[CH:20][C:21]([O:27][CH2:35][CH2:34][O:33][CH3:32])=[C:22]([O:25][CH3:26])[CH:23]=2)[N:18]=[CH:17][N:16]=1)(=[O:9])[CH3:8], predict the reactants needed to synthesize it. The reactants are: C(=O)([O-])[O-].[K+].[K+].[C:7]([O:10][C:11]1[CH:12]=[C:13]([CH:28]=[CH:29][C:30]=1[CH3:31])[NH:14][C:15]1[C:24]2[C:19](=[CH:20][C:21]([OH:27])=[C:22]([O:25][CH3:26])[CH:23]=2)[N:18]=[CH:17][N:16]=1)(=[O:9])[CH3:8].[CH3:32][O:33][CH2:34][CH2:35]Br. (3) Given the product [CH3:9][O:8][C:5]1[CH:6]=[CH:7][C:2]([NH:19][C:16]2[CH:17]=[CH:18][C:13]([NH2:20])=[CH:14][CH:15]=2)=[C:3]([N+:10]([O-:12])=[O:11])[CH:4]=1, predict the reactants needed to synthesize it. The reactants are: Cl[C:2]1[CH:7]=[CH:6][C:5]([O:8][CH3:9])=[CH:4][C:3]=1[N+:10]([O-:12])=[O:11].[C:13]1([NH2:20])[CH:18]=[CH:17][C:16]([NH2:19])=[CH:15][CH:14]=1.C([O-])([O-])=O.[K+].[K+]. (4) Given the product [Cl:1][C:2]1[N:7]=[CH:6][C:5]([N:8]2[C:9](=[O:10])[C:11]3[S:12][CH:13]=[C:14]([CH3:29])[C:15]=3[N:16]=[C:17]2[C@H:19]2[CH2:24][CH2:23][C@@H:22]([C:25]([F:28])([F:27])[F:26])[CH2:21][CH2:20]2)=[CH:4][CH:3]=1, predict the reactants needed to synthesize it. The reactants are: [Cl:1][C:2]1[N:7]=[CH:6][C:5]([NH:8][C:9]([C:11]2[S:12][CH:13]=[C:14]([CH3:29])[C:15]=2[NH:16][C:17]([CH:19]2[CH2:24][CH2:23][CH:22]([C:25]([F:28])([F:27])[F:26])[CH2:21][CH2:20]2)=O)=[O:10])=[CH:4][CH:3]=1. (5) Given the product [F:13][C:14]1[CH:15]=[C:16]([CH:17]=[CH:18][CH:19]=1)[CH2:23][C:12]1[CH:11]=[C:6]([CH:5]=[CH:4][CH:3]=1)[C:7]([O:9][CH3:10])=[O:8], predict the reactants needed to synthesize it. The reactants are: BrC[C:3]1[CH:12]=[CH:11][C:6]([C:7]([O:9][CH3:10])=[O:8])=[CH:5][CH:4]=1.[F:13][C:14]1[CH:15]=[C:16](B(O)O)[CH:17]=[CH:18][CH:19]=1.[CH:23](N(CC)C(C)C)(C)C.ClCCl. (6) Given the product [CH:15]1[C:20](=[O:21])[CH:19]=[C:18]([C:22]([OH:24])=[O:23])[O:17][C:16]=1[C:25]([OH:27])=[O:26], predict the reactants needed to synthesize it. The reactants are: CN(C=O)C.NC1C=CC(C=C)=CC=1.[CH:15]1[C:20](=[O:21])[CH:19]=[C:18]([C:22]([OH:24])=[O:23])[O:17][C:16]=1[C:25]([OH:27])=[O:26].O.CCN=C=NCCCN(C)C. (7) Given the product [Cl:45][C:46]1[CH:53]=[CH:52][CH:51]=[CH:50][C:47]=1[CH2:48][NH:49][C:14]([C:11]1([C:17]([O:19][CH3:20])=[O:18])[CH2:12][CH2:13][N:8]([C:6]([O:5][C:1]([CH3:4])([CH3:2])[CH3:3])=[O:7])[CH2:9][CH2:10]1)=[O:15], predict the reactants needed to synthesize it. The reactants are: [C:1]([O:5][C:6]([N:8]1[CH2:13][CH2:12][C:11]([C:17]([O:19][CH3:20])=[O:18])([C:14](O)=[O:15])[CH2:10][CH2:9]1)=[O:7])([CH3:4])([CH3:3])[CH3:2].CN(C(ON1N=NC2C=CC=NC1=2)=[N+](C)C)C.F[P-](F)(F)(F)(F)F.[Cl:45][C:46]1[CH:53]=[CH:52][CH:51]=[CH:50][C:47]=1[CH2:48][NH2:49].CCN(C(C)C)C(C)C. (8) Given the product [CH3:14][O:15][C:16]([C:18]1[S:19][C:20]([N+:24]([O-:26])=[O:25])=[C:21]([S:13][C:4]2[CH:5]=[CH:6][C:7]3[C:12](=[CH:11][CH:10]=[CH:9][CH:8]=3)[CH:3]=2)[CH:22]=1)=[O:17], predict the reactants needed to synthesize it. The reactants are: [H-].[Na+].[CH:3]1[C:12]2[C:7](=[CH:8][CH:9]=[CH:10][CH:11]=2)[CH:6]=[CH:5][C:4]=1[SH:13].[CH3:14][O:15][C:16]([C:18]1[S:19][C:20]([N+:24]([O-:26])=[O:25])=[C:21](Br)[CH:22]=1)=[O:17]. (9) Given the product [Cl:1][C:2]1[CH:7]=[CH:6][C:5]([N+:8]([O-:10])=[O:9])=[CH:4][C:3]=1[S:11]([NH:21][C@@H:22]1[CH2:26][CH2:25][N:24]([C:27]([O:29][C:30]([CH3:33])([CH3:32])[CH3:31])=[O:28])[CH2:23]1)(=[O:13])=[O:12], predict the reactants needed to synthesize it. The reactants are: [Cl:1][C:2]1[CH:7]=[CH:6][C:5]([N+:8]([O-:10])=[O:9])=[CH:4][C:3]=1[S:11](Cl)(=[O:13])=[O:12].N1C=CC=CC=1.[NH2:21][C@@H:22]1[CH2:26][CH2:25][N:24]([C:27]([O:29][C:30]([CH3:33])([CH3:32])[CH3:31])=[O:28])[CH2:23]1.